This data is from Full USPTO retrosynthesis dataset with 1.9M reactions from patents (1976-2016). The task is: Predict the reactants needed to synthesize the given product. Given the product [CH2:1]([C:3]1[CH:8]=[CH:7][C:6]([CH:9]([OH:32])[CH2:10][N:11]2[CH2:12][CH2:13][CH:14]([N:17]3[C:21]4[CH:22]=[C:23]([F:30])[C:24]([C:26]([NH:28][CH3:29])=[O:27])=[CH:25][C:20]=4[NH:19][C:18]3=[O:31])[CH2:15][CH2:16]2)=[CH:5][CH:4]=1)[CH3:2], predict the reactants needed to synthesize it. The reactants are: [CH2:1]([C:3]1[CH:8]=[CH:7][C:6]([C:9](=[O:32])[CH2:10][N:11]2[CH2:16][CH2:15][CH:14]([N:17]3[C:21]4[CH:22]=[C:23]([F:30])[C:24]([C:26]([NH:28][CH3:29])=[O:27])=[CH:25][C:20]=4[NH:19][C:18]3=[O:31])[CH2:13][CH2:12]2)=[CH:5][CH:4]=1)[CH3:2].[BH4-].[Na+].O.